This data is from Forward reaction prediction with 1.9M reactions from USPTO patents (1976-2016). The task is: Predict the product of the given reaction. Given the reactants [F:1][C:2]1([F:13])[O:6][C:5]2[CH:7]=[CH:8][C:9]([CH:11]=O)=[CH:10][C:4]=2[O:3]1.[N+:14]([CH3:17])([O-:16])=[O:15].C([O-])(=O)C.[NH4+], predict the reaction product. The product is: [F:1][C:2]1([F:13])[O:6][C:5]2[CH:7]=[CH:8][C:9]([CH:11]=[CH:17][N+:14]([O-:16])=[O:15])=[CH:10][C:4]=2[O:3]1.